From a dataset of NCI-60 drug combinations with 297,098 pairs across 59 cell lines. Regression. Given two drug SMILES strings and cell line genomic features, predict the synergy score measuring deviation from expected non-interaction effect. (1) Drug 1: C1=C(C(=O)NC(=O)N1)N(CCCl)CCCl. Drug 2: N.N.Cl[Pt+2]Cl. Cell line: MALME-3M. Synergy scores: CSS=5.16, Synergy_ZIP=-2.80, Synergy_Bliss=-4.13, Synergy_Loewe=-11.2, Synergy_HSA=-7.07. (2) Drug 1: C1=CC=C(C(=C1)C(C2=CC=C(C=C2)Cl)C(Cl)Cl)Cl. Drug 2: C1CC(=O)NC(=O)C1N2C(=O)C3=CC=CC=C3C2=O. Cell line: UO-31. Synergy scores: CSS=-3.32, Synergy_ZIP=10.2, Synergy_Bliss=0.723, Synergy_Loewe=-0.395, Synergy_HSA=-1.49. (3) Drug 1: CC1=CC2C(CCC3(C2CCC3(C(=O)C)OC(=O)C)C)C4(C1=CC(=O)CC4)C. Drug 2: C1CCC(C(C1)N)N.C(=O)(C(=O)[O-])[O-].[Pt+4]. Cell line: UACC-257. Synergy scores: CSS=-2.25, Synergy_ZIP=2.14, Synergy_Bliss=3.05, Synergy_Loewe=-0.559, Synergy_HSA=0.202.